The task is: Regression. Given a peptide amino acid sequence and an MHC pseudo amino acid sequence, predict their binding affinity value. This is MHC class II binding data.. This data is from Peptide-MHC class II binding affinity with 134,281 pairs from IEDB. The binding affinity (normalized) is 0.225. The MHC is H-2-IAb with pseudo-sequence H-2-IAb. The peptide sequence is RRCKNIPQPVRALLE.